Dataset: Retrosynthesis with 50K atom-mapped reactions and 10 reaction types from USPTO. Task: Predict the reactants needed to synthesize the given product. (1) The reactants are: CSCc1cccc2c(C(CCC#N)c3ccc(C(F)(F)F)cc3)c[nH]c12.O=C(OO)c1cccc(Cl)c1. Given the product CS(=O)Cc1cccc2c(C(CCC#N)c3ccc(C(F)(F)F)cc3)c[nH]c12, predict the reactants needed to synthesize it. (2) Given the product Cn1nnc(-c2ccc(F)cc2)c1COc1ccc(C(=O)NN2CCOCC2)nn1, predict the reactants needed to synthesize it. The reactants are: Cn1nnc(-c2ccc(F)cc2)c1COc1ccc(C(=O)O)nn1.NN1CCOCC1. (3) Given the product CC(O)C1C(=O)N2C(C(=O)OCc3ccc([N+](=O)[O-])cc3)=C(SC3COC(COS(C)(=O)=O)C3)C(C)C12, predict the reactants needed to synthesize it. The reactants are: CC(O)C1C(=O)N2C(C(=O)OCc3ccc([N+](=O)[O-])cc3)=C(SC3COC(CO)C3)C(C)C12.CS(=O)(=O)Cl. (4) Given the product CC(C)[C@@H](C(=O)O)N1Cc2ccc(-c3ccc(NC(=O)Nc4ccc5c(c4)CCC5)c(F)c3)cc2C1=O, predict the reactants needed to synthesize it. The reactants are: COC(=O)[C@H](C(C)C)N1Cc2ccc(-c3ccc(NC(=O)Nc4ccc5c(c4)CCC5)c(F)c3)cc2C1=O. (5) The reactants are: CC(C)(C)OC(=O)NCCSC(C)(C)C(=O)OC(C)(C)C. Given the product CC(C)(C)OC(=O)NCCSC(C)(C)CO, predict the reactants needed to synthesize it. (6) Given the product CCCCCCCCCCOc1ccc(C(=O)Nc2cc(CCC(=O)CC3CCCCCC3)ccc2C(C)(C)C)cc1, predict the reactants needed to synthesize it. The reactants are: CC(C)(C)c1ccc(CCC(=O)CC2CCCCCC2)cc1N.CCCCCCCCCCOc1ccc(C(=O)O)cc1.